From a dataset of Forward reaction prediction with 1.9M reactions from USPTO patents (1976-2016). Predict the product of the given reaction. Given the reactants O=[C:2]1[C:9]2[CH:8]=[C:7]([C:10]([O:12][CH3:13])=[O:11])[NH:6][C:5]=2[CH2:4][CH2:3]1.[C:14]1([C:22]2[CH:27]=[CH:26][CH:25]=[CH:24][CH:23]=2)[CH:19]=[CH:18][C:17]([Mg]Br)=[CH:16][CH:15]=1, predict the reaction product. The product is: [C:14]1([C:22]2[CH:23]=[CH:24][CH:25]=[CH:26][CH:27]=2)[CH:19]=[CH:18][C:17]([CH:2]2[C:9]3[CH:8]=[C:7]([C:10]([O:12][CH3:13])=[O:11])[NH:6][C:5]=3[CH2:4][CH2:3]2)=[CH:16][CH:15]=1.